Dataset: Full USPTO retrosynthesis dataset with 1.9M reactions from patents (1976-2016). Task: Predict the reactants needed to synthesize the given product. (1) Given the product [OH:32][C:30]1[CH:29]=[CH:28][C:27](/[CH:34]=[CH:11]/[C:10](=[O:12])[CH2:9][C:8]([C:5]2[CH:4]=[CH:3][C:2]([I:1])=[CH:7][CH:6]=2)=[O:13])=[CH:35][C:31]=1[O:16][CH3:15], predict the reactants needed to synthesize it. The reactants are: [I:1][C:2]1[CH:7]=[CH:6][C:5]([C:8](=[O:13])[CH2:9][C:10](=[O:12])[CH3:11])=[CH:4][CH:3]=1.C[C:15](C1C=CC(I)=CC=1)=[O:16].[H-].[Na+].C[C:27]([CH3:35])([CH3:34])[C:28](=O)[CH2:29][C:30](=[O:32])[CH3:31]. (2) Given the product [CH3:16][C:15]1([C:12]2[O:11][C:10]([CH2:9][OH:8])=[N:14][CH:13]=2)[O:17][CH2:20][CH2:21][O:22]1, predict the reactants needed to synthesize it. The reactants are: N#N.C([SiH2][O:8][C:9](C)(C)[C:10]1[O:11][C:12]([C:15](=[O:17])[CH3:16])=[CH:13][N:14]=1)(C)(C)C.[CH2:20](O)[CH2:21][OH:22].COC(OC)OC.